Dataset: Peptide-MHC class I binding affinity with 185,985 pairs from IEDB/IMGT. Task: Regression. Given a peptide amino acid sequence and an MHC pseudo amino acid sequence, predict their binding affinity value. This is MHC class I binding data. (1) The peptide sequence is MLCLHHAYQ. The MHC is HLA-B08:01 with pseudo-sequence HLA-B08:01. The binding affinity (normalized) is 0. (2) The peptide sequence is ELVRKTRFL. The MHC is HLA-B15:09 with pseudo-sequence HLA-B15:09. The binding affinity (normalized) is 0.0847. (3) The peptide sequence is GYTMHANYIF. The MHC is HLA-A01:01 with pseudo-sequence HLA-A01:01. The binding affinity (normalized) is 0.0117.